Dataset: Full USPTO retrosynthesis dataset with 1.9M reactions from patents (1976-2016). Task: Predict the reactants needed to synthesize the given product. (1) Given the product [C:2]([C:7]1[O:11][C:10]([CH2:12][N:13]2[CH:17]=[CH:16][C:15]([NH:18][C:28](=[O:29])/[CH:27]=[CH:26]/[C:23]3[CH:24]=[CH:25][C:20]([Cl:19])=[CH:21][CH:22]=3)=[N:14]2)=[CH:9][CH:8]=1)(=[O:6])[CH3:1], predict the reactants needed to synthesize it. The reactants are: [CH3:1][C:2]1([C:7]2[O:11][C:10]([CH2:12][N:13]3[CH:17]=[CH:16][C:15]([NH2:18])=[N:14]3)=[CH:9][CH:8]=2)[O:6]CCO1.[Cl:19][C:20]1[CH:25]=[CH:24][C:23](/[CH:26]=[CH:27]/[C:28](O)=[O:29])=[CH:22][CH:21]=1. (2) The reactants are: [C:1]([O:5][C:6]([NH:8][C:9]([CH3:38])([CH2:31][C:32]1[CH:37]=[CH:36][CH:35]=[CH:34][CH:33]=1)[CH2:10][O:11][CH2:12][C:13]1[CH:14]=[C:15]([CH:20]=[C:21]([N:23]([S:27]([CH3:30])(=[O:29])=[O:28])[CH2:24][CH2:25][CH3:26])[CH:22]=1)[C:16]([O:18]C)=[O:17])=[O:7])([CH3:4])([CH3:3])[CH3:2].[Li+].[OH-].Cl. Given the product [C:1]([O:5][C:6]([NH:8][C:9]([CH3:38])([CH2:31][C:32]1[CH:33]=[CH:34][CH:35]=[CH:36][CH:37]=1)[CH2:10][O:11][CH2:12][C:13]1[CH:14]=[C:15]([CH:20]=[C:21]([N:23]([S:27]([CH3:30])(=[O:28])=[O:29])[CH2:24][CH2:25][CH3:26])[CH:22]=1)[C:16]([OH:18])=[O:17])=[O:7])([CH3:2])([CH3:3])[CH3:4], predict the reactants needed to synthesize it. (3) Given the product [Cl:32][C:33]1[CH:41]=[CH:40][CH:39]=[C:38]([CH3:42])[C:34]=1[C:35]([NH:29][CH2:28][CH2:27][CH:26]([N:23]1[CH2:22][CH2:21][CH:20]([N:10]([CH2:11][C:12]2[CH:17]=[CH:16][CH:15]=[C:14]([C:18]#[N:19])[CH:13]=2)[C:7]2[CH:6]=[CH:5][C:4]([C:3]([OH:2])=[O:31])=[CH:9][CH:8]=2)[CH2:25][CH2:24]1)[CH3:30])=[O:36], predict the reactants needed to synthesize it. The reactants are: C[O:2][C:3](=[O:31])[C:4]1[CH:9]=[CH:8][C:7]([N:10]([CH:20]2[CH2:25][CH2:24][N:23]([CH:26]([CH3:30])[CH2:27][CH2:28][NH2:29])[CH2:22][CH2:21]2)[CH2:11][C:12]2[CH:17]=[CH:16][CH:15]=[C:14]([C:18]#[N:19])[CH:13]=2)=[CH:6][CH:5]=1.[Cl:32][C:33]1[CH:41]=[CH:40][CH:39]=[C:38]([CH3:42])[C:34]=1[C:35](O)=[O:36]. (4) Given the product [C:14]([C:11]1[CH:12]=[CH:13][C:8]([C:5]2[CH:4]=[CH:3][C:2]([NH:1][S:18]([CH2:16][CH3:17])(=[O:20])=[O:19])=[CH:7][CH:6]=2)=[CH:9][CH:10]=1)#[N:15], predict the reactants needed to synthesize it. The reactants are: [NH2:1][C:2]1[CH:7]=[CH:6][C:5]([C:8]2[CH:13]=[CH:12][C:11]([C:14]#[N:15])=[CH:10][CH:9]=2)=[CH:4][CH:3]=1.[CH2:16]([S:18](Cl)(=[O:20])=[O:19])[CH3:17]. (5) The reactants are: FC(F)(F)C(O)=O.[NH2:8][CH2:9][C:10]1[N:15]=[C:14]([C:16]2[S:17][C:18]3[CH:26]=[CH:25][CH:24]=[CH:23][C:19]=3[C:20](=[O:22])[N:21]=2)[CH:13]=[CH:12][CH:11]=1.[C:27](Cl)(=[O:31])[CH:28]([CH3:30])[CH3:29].C(OCC)(=O)C.O. Given the product [CH3:29][CH:28]([CH3:30])[C:27]([NH:8][CH2:9][C:10]1[CH:11]=[CH:12][CH:13]=[C:14]([C:16]2[S:17][C:18]3[CH:26]=[CH:25][CH:24]=[CH:23][C:19]=3[C:20](=[O:22])[N:21]=2)[N:15]=1)=[O:31], predict the reactants needed to synthesize it.